Regression. Given two drug SMILES strings and cell line genomic features, predict the synergy score measuring deviation from expected non-interaction effect. From a dataset of NCI-60 drug combinations with 297,098 pairs across 59 cell lines. (1) Drug 1: C1CCN(CC1)CCOC2=CC=C(C=C2)C(=O)C3=C(SC4=C3C=CC(=C4)O)C5=CC=C(C=C5)O. Drug 2: CC1=C(C(=O)C2=C(C1=O)N3CC4C(C3(C2COC(=O)N)OC)N4)N. Cell line: K-562. Synergy scores: CSS=22.2, Synergy_ZIP=-4.16, Synergy_Bliss=-1.56, Synergy_Loewe=-18.4, Synergy_HSA=-9.64. (2) Drug 1: CCC1(CC2CC(C3=C(CCN(C2)C1)C4=CC=CC=C4N3)(C5=C(C=C6C(=C5)C78CCN9C7C(C=CC9)(C(C(C8N6C)(C(=O)OC)O)OC(=O)C)CC)OC)C(=O)OC)O.OS(=O)(=O)O. Drug 2: CC1=C(C(=O)C2=C(C1=O)N3CC4C(C3(C2COC(=O)N)OC)N4)N. Cell line: K-562. Synergy scores: CSS=42.6, Synergy_ZIP=-5.88, Synergy_Bliss=-6.03, Synergy_Loewe=-15.2, Synergy_HSA=-0.711. (3) Drug 1: C1=C(C(=O)NC(=O)N1)N(CCCl)CCCl. Drug 2: CC1=C2C(C(=O)C3(C(CC4C(C3C(C(C2(C)C)(CC1OC(=O)C(C(C5=CC=CC=C5)NC(=O)C6=CC=CC=C6)O)O)OC(=O)C7=CC=CC=C7)(CO4)OC(=O)C)O)C)OC(=O)C. Cell line: SK-MEL-2. Synergy scores: CSS=28.4, Synergy_ZIP=-3.30, Synergy_Bliss=-1.97, Synergy_Loewe=-34.0, Synergy_HSA=-2.00. (4) Drug 1: CC1C(C(CC(O1)OC2CC(CC3=C2C(=C4C(=C3O)C(=O)C5=C(C4=O)C(=CC=C5)OC)O)(C(=O)C)O)N)O.Cl. Drug 2: C1=NC2=C(N1)C(=S)N=CN2. Cell line: CAKI-1. Synergy scores: CSS=35.2, Synergy_ZIP=-17.3, Synergy_Bliss=-19.1, Synergy_Loewe=-31.0, Synergy_HSA=-15.5.